The task is: Predict the reaction yield, written as a fraction of the theoretical maximum amount of product (1.0 means a 100% yield; for example, 0.34 means a 34% yield).. This data is from Reaction yield outcomes from USPTO patents with 853,638 reactions. The reactants are [CH3:1][O:2][C:3]1[CH:19]=[CH:18][C:6]([CH2:7][O:8][C:9]2[C:10]3[S:17][CH:16]=[CH:15][C:11]=3[N:12]=[CH:13][N:14]=2)=[CH:5][CH:4]=1.C([N-]C(C)C)(C)C.[Li+].C(NC(C)C)(C)C.[Li]CCCC.[Br:40]CCBr.C(=O)([O-])O.[Na+].S([O-])([O-])(=O)=S.[Na+].[Na+]. The catalyst is O1CCCC1.CCCCCC. The product is [Br:40][C:16]1[S:17][C:10]2[C:9]([O:8][CH2:7][C:6]3[CH:5]=[CH:4][C:3]([O:2][CH3:1])=[CH:19][CH:18]=3)=[N:14][CH:13]=[N:12][C:11]=2[CH:15]=1. The yield is 0.410.